This data is from Full USPTO retrosynthesis dataset with 1.9M reactions from patents (1976-2016). The task is: Predict the reactants needed to synthesize the given product. (1) Given the product [F:5][C:6]1[C:14]([N+:1]([O-:4])=[O:2])=[CH:13][CH:12]=[C:11]2[C:7]=1[CH2:8][CH2:9][N:10]2[C:15](=[O:17])[CH3:16], predict the reactants needed to synthesize it. The reactants are: [N+:1]([O-:4])(O)=[O:2].[F:5][C:6]1[CH:14]=[CH:13][CH:12]=[C:11]2[C:7]=1[CH2:8][CH2:9][N:10]2[C:15](=[O:17])[CH3:16].C(=O)(O)[O-].[Na+]. (2) Given the product [Br:1][C:2]1[C:3]([CH3:9])=[C:4]([N:5]2[CH2:18][C:13]3[C:12](=[CH:17][CH:16]=[CH:15][CH:14]=3)[CH2:11]2)[CH:6]=[CH:7][CH:8]=1, predict the reactants needed to synthesize it. The reactants are: [Br:1][C:2]1[C:3]([CH3:9])=[C:4]([CH:6]=[CH:7][CH:8]=1)[NH2:5].Cl[CH2:11][C:12]1[CH:17]=[CH:16][CH:15]=[CH:14][C:13]=1[CH2:18]Cl.C(=O)([O-])[O-].[K+].[K+]. (3) Given the product [CH3:37][O:36][C:33]1[CH:34]=[CH:35][C:30]([CH2:29][N:7]([CH2:6][C:4]2[N:3]=[N:2][N:1]([CH3:42])[CH:5]=2)[C:8]2[C:9](=[O:28])[N:10]([CH3:27])[N:11]=[C:12]([O:14][CH2:15][C@H:16]3[CH2:18][C@@H:17]3[C:19]3[CH:24]=[CH:23][C:22]([O:25][CH3:26])=[CH:21][N:20]=3)[CH:13]=2)=[CH:31][CH:32]=1, predict the reactants needed to synthesize it. The reactants are: [NH:1]1[CH:5]=[C:4]([CH2:6][N:7]([CH2:29][C:30]2[CH:35]=[CH:34][C:33]([O:36][CH3:37])=[CH:32][CH:31]=2)[C:8]2[C:9](=[O:28])[N:10]([CH3:27])[N:11]=[C:12]([O:14][CH2:15][C@H:16]3[CH2:18][C@@H:17]3[C:19]3[CH:24]=[CH:23][C:22]([O:25][CH3:26])=[CH:21][N:20]=3)[CH:13]=2)[N:3]=[N:2]1.[H-].[Na+].CI.[CH3:42]OC1C=CC(CN(CC2C=NN(C)N=2)C2C(=O)N(C)N=C(OC[C@H]3C[C@@H]3C3C=CC(OC)=CN=3)C=2)=CC=1. (4) The reactants are: C1(P(C2CCCCC2)C2C=CC=CC=2C2C(OC)=CC=CC=2OC)CCCCC1.P([O-])([O-])([O-])=O.[K+].[K+].[K+].[CH3:38][O:39][C:40](=[O:50])[CH2:41][C:42]1[CH:47]=[CH:46][C:45](Cl)=[CH:44][C:43]=1[F:49].[CH2:51]([C:53]([C:72]1[CH:77]=[CH:76][C:75]([CH2:78][CH2:79][C:80]2([OH:85])[CH2:84][CH2:83][CH2:82][CH2:81]2)=[C:74]([CH3:86])[CH:73]=1)([C:56]1[CH:61]=[CH:60][C:59](B2OC(C)(C)C(C)(C)O2)=[C:58]([CH3:71])[CH:57]=1)[CH2:54][CH3:55])[CH3:52]. Given the product [CH3:38][O:39][C:40](=[O:50])[CH2:41][C:42]1[CH:47]=[CH:46][C:45]([C:59]2[CH:60]=[CH:61][C:56]([C:53]([CH2:54][CH3:55])([C:72]3[CH:77]=[CH:76][C:75]([CH2:78][CH2:79][C:80]4([OH:85])[CH2:81][CH2:82][CH2:83][CH2:84]4)=[C:74]([CH3:86])[CH:73]=3)[CH2:51][CH3:52])=[CH:57][C:58]=2[CH3:71])=[CH:44][C:43]=1[F:49], predict the reactants needed to synthesize it. (5) Given the product [F:17][C:18]1[CH:39]=[CH:38][C:21]([CH2:22][N:23]2[CH2:27][CH2:26][N:25]([C:28]3[S:29][C:30]([C:34]([NH:16][CH2:15][C:13]4[NH:12][N:11]=[C:10]([CH3:9])[CH:14]=4)=[O:35])=[C:31]([CH3:33])[N:32]=3)[C:24]2=[O:37])=[CH:20][CH:19]=1, predict the reactants needed to synthesize it. The reactants are: N1C=CC=C(CN)C=1.[CH3:9][C:10]1[CH:14]=[C:13]([CH2:15][NH2:16])[NH:12][N:11]=1.[F:17][C:18]1[CH:39]=[CH:38][C:21]([CH2:22][N:23]2[CH2:27][CH2:26][N:25]([C:28]3[S:29][C:30]([C:34](O)=[O:35])=[C:31]([CH3:33])[N:32]=3)[C:24]2=[O:37])=[CH:20][CH:19]=1. (6) Given the product [CH3:1][O:2][C:3]([C:5]1([CH3:15])[CH2:13][C:12]2[C:7](=[CH:8][CH:9]=[CH:10][CH:11]=2)[CH2:6]1)=[O:4], predict the reactants needed to synthesize it. The reactants are: [CH3:1][O:2][C:3]([CH:5]1[CH2:13][C:12]2[C:7](=[CH:8][CH:9]=[CH:10][CH:11]=2)[CH2:6]1)=[O:4].[Li+].[CH3:15][Si]([N-][Si](C)(C)C)(C)C.CI. (7) Given the product [F:1][C:2]1[CH:7]=[CH:6][C:5]([N:8]2[C:11](=[O:12])[C@H:10]([S:13][CH2:14][CH:15]([C:17]3[CH:22]=[CH:21][C:20]([F:23])=[CH:19][CH:18]=3)[OH:16])[C@H:9]2[C:24]2[CH:48]=[CH:47][C:27]([O:28][CH2:29][C:30]([NH:32][CH2:33][C:34]([NH:36][C@H:37]([C:41]3[CH:42]=[CH:43][CH:44]=[CH:45][CH:46]=3)[C:38]([NH:50][CH2:55][C:54]([OH:63])=[O:53])=[O:39])=[O:35])=[O:31])=[CH:26][CH:25]=2)=[CH:4][CH:3]=1, predict the reactants needed to synthesize it. The reactants are: [F:1][C:2]1[CH:7]=[CH:6][C:5]([N:8]2[C:11](=[O:12])[C@H:10]([S:13][CH2:14][CH:15]([C:17]3[CH:22]=[CH:21][C:20]([F:23])=[CH:19][CH:18]=3)[OH:16])[C@H:9]2[C:24]2[CH:48]=[CH:47][C:27]([O:28][CH2:29][C:30]([NH:32][CH2:33][C:34]([NH:36][C@H:37]([C:41]3[CH:46]=[CH:45][CH:44]=[CH:43][CH:42]=3)[C:38](O)=[O:39])=[O:35])=[O:31])=[CH:26][CH:25]=2)=[CH:4][CH:3]=1.C[N:50]1[CH2:55][CH2:54][O:53]CC1.CN(C([O:63]N1N=NC2C=CC=CC1=2)=[N+](C)C)C.[B-](F)(F)(F)F.